From a dataset of Reaction yield outcomes from USPTO patents with 853,638 reactions. Predict the reaction yield, written as a fraction of the theoretical maximum amount of product (1.0 means a 100% yield; for example, 0.34 means a 34% yield). The reactants are [OH-].[K+].[F:3][C:4]([F:22])([F:21])[C:5]1[N:9]2[N:10]=[C:11]([N:14]3[CH2:19][CH2:18][C:17](=O)[CH2:16][CH2:15]3)[CH2:12][CH2:13][C:8]2=[N:7][N:6]=1.[NH:23]1[C:31]2[C:26](=[CH:27][CH:28]=[CH:29][CH:30]=2)[CH:25]=[CH:24]1. The catalyst is CO. The product is [NH:23]1[C:31]2[C:26](=[CH:27][CH:28]=[CH:29][CH:30]=2)[C:25]([C:17]2[CH2:18][CH2:19][N:14]([C:11]3[CH2:12][CH2:13][C:8]4[N:9]([C:5]([C:4]([F:22])([F:21])[F:3])=[N:6][N:7]=4)[N:10]=3)[CH2:15][CH:16]=2)=[CH:24]1. The yield is 0.400.